This data is from Full USPTO retrosynthesis dataset with 1.9M reactions from patents (1976-2016). The task is: Predict the reactants needed to synthesize the given product. (1) Given the product [C:1]([C:4]1[C:22](=[O:23])[C@@:8]2([CH3:24])[C:9]3[C:15]([OH:16])=[CH:14][C:13]([O:17][CH3:18])=[C:12]([C:19]([NH:21][CH2:32][C:28]4[CH:27]=[N:26][CH:31]=[CH:30][CH:29]=4)=[O:20])[C:10]=3[O:11][C:7]2=[CH:6][C:5]=1[OH:25])(=[O:3])[CH3:2], predict the reactants needed to synthesize it. The reactants are: [C:1]([C:4]1[C:22](=[O:23])[C@@:8]2([CH3:24])[C:9]3[C:15]([OH:16])=[CH:14][C:13]([O:17][CH3:18])=[C:12]([C:19]([NH2:21])=[O:20])[C:10]=3[O:11][C:7]2=[CH:6][C:5]=1[OH:25])(=[O:3])[CH3:2].[N:26]1[CH:31]=[CH:30][CH:29]=[C:28]([CH:32]=O)[CH:27]=1.C([SiH](CC)CC)C.FC(F)(F)C(O)=O. (2) Given the product [CH2:29]([O:28][CH2:27][C:26]1[N:25]=[C:24]([NH2:36])[N:23]=[C:22]([NH2:37])[C:21]=1[C:18]1[CH:17]=[CH:16][C:15]([NH:14][CH2:10][C:9]2[CH:12]=[CH:13][C:6]([C:2]3[O:1][CH:5]=[CH:4][N:3]=3)=[CH:7][CH:8]=2)=[CH:20][CH:19]=1)[C:30]1[CH:31]=[CH:32][CH:33]=[CH:34][CH:35]=1, predict the reactants needed to synthesize it. The reactants are: [O:1]1[CH:5]=[CH:4][N:3]=[C:2]1[C:6]1[CH:13]=[CH:12][C:9]([CH:10]=O)=[CH:8][CH:7]=1.[NH2:14][C:15]1[CH:20]=[CH:19][C:18]([C:21]2[C:22]([NH2:37])=[N:23][C:24]([NH2:36])=[N:25][C:26]=2[CH2:27][O:28][CH2:29][C:30]2[CH:35]=[CH:34][CH:33]=[CH:32][CH:31]=2)=[CH:17][CH:16]=1.[BH3-]C#N.[Na+]. (3) Given the product [CH3:1][O:2][C:3]1[CH:4]=[CH:5][C:6]([CH2:7][N:8]2[C:18]3[C:19]4[C:11](=[N:12][N:13]([CH3:24])[C:14]=4[N:15]=[C:16]([S:20][CH3:21])[N:17]=3)[CH2:10][CH2:9]2)=[CH:22][CH:23]=1, predict the reactants needed to synthesize it. The reactants are: [CH3:1][O:2][C:3]1[CH:23]=[CH:22][C:6]([CH2:7][N:8]2[C:18]3[C:19]4[C:11](=[N:12][NH:13][C:14]=4[N:15]=[C:16]([S:20][CH3:21])[N:17]=3)[CH2:10][CH2:9]2)=[CH:5][CH:4]=1.[C:24]([O-])([O-])=O.[Cs+].[Cs+].CI.C(OCC)(=O)C. (4) Given the product [CH3:1][C:2]1[O:6][C:5]([C:7]2[CH:8]=[CH:9][CH:10]=[CH:11][CH:12]=2)=[N:4][C:3]=1[CH2:13][O:14][C:15]1[CH:47]=[CH:46][C:18]2[C:19]([C:40]3[CH:41]=[CH:42][CH:43]=[CH:44][CH:45]=3)=[C:20]([CH2:22][O:23][C:24]3[C:28]([CH2:29][OH:30])=[CH:27][N:26]([C:34]4[CH:35]=[CH:36][CH:37]=[CH:38][CH:39]=4)[N:25]=3)[O:21][C:17]=2[CH:16]=1, predict the reactants needed to synthesize it. The reactants are: [CH3:1][C:2]1[O:6][C:5]([C:7]2[CH:12]=[CH:11][CH:10]=[CH:9][CH:8]=2)=[N:4][C:3]=1[CH2:13][O:14][C:15]1[CH:47]=[CH:46][C:18]2[C:19]([C:40]3[CH:45]=[CH:44][CH:43]=[CH:42][CH:41]=3)=[C:20]([CH2:22][O:23][C:24]3[C:28]([C:29](OCC)=[O:30])=[CH:27][N:26]([C:34]4[CH:39]=[CH:38][CH:37]=[CH:36][CH:35]=4)[N:25]=3)[O:21][C:17]=2[CH:16]=1.[H-].[Al+3].[Li+].[H-].[H-].[H-].O.O.O.O.O.O.O.O.O.O.S([O-])([O-])(=O)=O.[Na+].[Na+]. (5) Given the product [C:61]([O:60][C:59]([NH:58][CH2:57][C@H:54]1[CH2:55][CH2:56][C@H:51]([C:49]([NH:48][C@H:33]([C:34](=[O:47])[NH:35][C:36]2[CH:41]=[CH:40][C:39]([C:42]3[N:43]=[N:44][NH:45][N:46]=3)=[CH:38][CH:37]=2)[CH2:32][C:29]2[CH:30]=[CH:31][C:26]([C:21]3[CH:22]=[CH:23][CH:24]=[CH:25][C:20]=3[NH:19][C:79]([CH:76]3[CH2:77][CH2:78][N:73]([C:71]([O:70][C:66]([CH3:69])([CH3:68])[CH3:67])=[O:72])[CH2:74][CH2:75]3)=[O:80])=[CH:27][CH:28]=2)=[O:50])[CH2:52][CH2:53]1)=[O:65])([CH3:62])([CH3:64])[CH3:63], predict the reactants needed to synthesize it. The reactants are: C(P1(=O)OP(=O)(CCC)OP(=O)(CCC)O1)CC.[NH2:19][C:20]1[CH:25]=[CH:24][CH:23]=[CH:22][C:21]=1[C:26]1[CH:31]=[CH:30][C:29]([CH2:32][C@H:33]([NH:48][C:49]([C@H:51]2[CH2:56][CH2:55][C@H:54]([CH2:57][NH:58][C:59](=[O:65])[O:60][C:61]([CH3:64])([CH3:63])[CH3:62])[CH2:53][CH2:52]2)=[O:50])[C:34](=[O:47])[NH:35][C:36]2[CH:41]=[CH:40][C:39]([C:42]3[N:43]=[N:44][NH:45][N:46]=3)=[CH:38][CH:37]=2)=[CH:28][CH:27]=1.[C:66]([O:70][C:71]([N:73]1[CH2:78][CH2:77][CH:76]([C:79](O)=[O:80])[CH2:75][CH2:74]1)=[O:72])([CH3:69])([CH3:68])[CH3:67].F[P-](F)(F)(F)(F)F.CN(C(ON1C2=NC=CC=C2N=N1)=[N+](C)C)C.